Dataset: Catalyst prediction with 721,799 reactions and 888 catalyst types from USPTO. Task: Predict which catalyst facilitates the given reaction. Reactant: [OH:1][C:2]([C:4]([F:7])([F:6])[F:5])=[O:3].Cl[C:9]1[C:10]([F:45])=[C:11]([C@@H:15]([C@@H:24]2[CH2:29][CH2:28][CH2:27][N:26]([C:30](=[O:44])[NH:31][CH:32]([CH2:36][C@H:37]3[CH2:43][CH2:42][CH2:41][CH2:40][O:39][CH2:38]3)[CH2:33][NH:34][CH3:35])[CH2:25]2)[O:16][CH2:17][CH2:18][NH:19][C:20](=[O:23])[O:21][CH3:22])[CH:12]=[CH:13][CH:14]=1. Product: [F:45][C:10]1[CH:9]=[CH:14][CH:13]=[CH:12][C:11]=1[C@@H:15]([C@@H:24]1[CH2:29][CH2:28][CH2:27][N:26]([C:30](=[O:44])[NH:31][CH:32]([CH2:36][C@H:37]2[CH2:43][CH2:42][CH2:41][CH2:40][O:39][CH2:38]2)[CH2:33][NH:34][CH3:35])[CH2:25]1)[O:16][CH2:17][CH2:18][NH:19][C:20](=[O:23])[O:21][CH3:22].[C:2]([OH:3])([C:4]([F:7])([F:6])[F:5])=[O:1]. The catalyst class is: 19.